This data is from Human liver microsome stability data. The task is: Regression/Classification. Given a drug SMILES string, predict its absorption, distribution, metabolism, or excretion properties. Task type varies by dataset: regression for continuous measurements (e.g., permeability, clearance, half-life) or binary classification for categorical outcomes (e.g., BBB penetration, CYP inhibition). Dataset: hlm. (1) The compound is COc1cccc(CN(C)C(=O)Nc2ccc(-c3cn[nH]c3)cc2)c1. The result is 1 (stable in human liver microsomes). (2) The drug is O=C(NCCSc1nonc1C(=NO)Nc1ccc(F)c(C(F)F)c1)C1CS(=O)(=O)C1. The result is 0 (unstable in human liver microsomes). (3) The compound is Cc1csc(C#Cc2cccnc2)n1. The result is 0 (unstable in human liver microsomes). (4) The result is 1 (stable in human liver microsomes). The molecule is COc1ccc(Cn2c(C)nc3c([N+](=O)[O-])c(Cl)c(Cl)cc32)cc1. (5) The drug is CC(=O)N1CCCC(NC(=O)c2ccc3c(C4CCCCC4)c(-c4ccccn4)n(C)c3c2)(C(=O)Nc2ccc(C=CC(=O)O)cc2)C1. The result is 0 (unstable in human liver microsomes). (6) The compound is CCCCNC(=O)c1ccc(NC(=O)Nc2ccc(-c3nc(N4CCOCC4)c4nnn(CC)c4n3)cc2)cc1. The result is 0 (unstable in human liver microsomes).